The task is: Predict the reaction yield, written as a fraction of the theoretical maximum amount of product (1.0 means a 100% yield; for example, 0.34 means a 34% yield).. This data is from Reaction yield outcomes from USPTO patents with 853,638 reactions. (1) The reactants are [N:1]1[CH:6]=[CH:5][CH:4]=[CH:3][C:2]=1[C:7]([OH:9])=O.Cl.[CH3:11][NH:12][O:13][CH3:14].CCN=C=NCCCN(C)C.Cl.O.ON1C2C=CC=CC=2N=N1.C(N(CC)CC)C.C(=O)([O-])O.[Na+]. The catalyst is CN(C=O)C. The product is [CH3:14][O:13][N:12]([CH3:11])[C:7]([C:2]1[CH:3]=[CH:4][CH:5]=[CH:6][N:1]=1)=[O:9]. The yield is 0.730. (2) The reactants are CS(C)=O.C(Cl)(=O)C(Cl)=O.[Cl:11][C:12]1[C:13]([CH:18]([CH3:21])[CH2:19][OH:20])=[N:14][CH:15]=[CH:16][CH:17]=1. The catalyst is C(Cl)Cl. The product is [Cl:11][C:12]1[C:13]([CH:18]([CH3:21])[CH:19]=[O:20])=[N:14][CH:15]=[CH:16][CH:17]=1. The yield is 0.970.